This data is from Experimentally validated miRNA-target interactions with 360,000+ pairs, plus equal number of negative samples. The task is: Binary Classification. Given a miRNA mature sequence and a target amino acid sequence, predict their likelihood of interaction. (1) Result: 0 (no interaction). The protein sequence of the target gene is MMAGEGSTITSRIKNLLRSPSIKLRRSKAGNRREDLSSKVTLEKVLGVTVSGGRGLACDPRSGLVAYSAGCVVVLFNPRKHKQHHILNSSRKTITALAFSPDGKYLVTGESGHMPAVRVWDVAERSQVAELQEHKYGVACVAFSPSAKYIVSVGYQHDMIVNVWAWKKNIVVASNKVSSRVTAVSFSEDCSYFVTAGNRHIKFWYLDDSKTSKVNATVPLLGRSGLLGELRNNLFTDVACGRGEKADSTFCITSSGLLCEFSDRRLLDKWVELRTTVAHCISVTQEYIFCGCADGTVRLF.... The miRNA is hsa-miR-491-5p with sequence AGUGGGGAACCCUUCCAUGAGG. (2) The miRNA is hsa-miR-378a-3p with sequence ACUGGACUUGGAGUCAGAAGGC. The protein sequence of the target gene is MNTRNRVVNSGLGASPASRPTRDPQDPSGRQGELSPVEDQREGLEAAPKGPSRESVVHAGQRRTSAYTLIAPNINRRNEIQRIAEQELANLEKWKEQNRAKPVHLVPRRLGGSQSETEVRQKQQLQLMQSKYKQKLKREESVRIKKEAEEAELQKMKAIQREKSNKLEEKKRLQENLRREAFREHQQYKTAEFLSKLNTESPDRSACQSAVCGPQSSTWKLPILPRDHSWARSWAYRDSLKAEENRKLQKMKDEQHQKSELLELKRQQQEQERAKIHQTEHRRVNNAFLDRLQGKSQPGG.... Result: 0 (no interaction). (3) The miRNA is hsa-miR-30d-5p with sequence UGUAAACAUCCCCGACUGGAAG. The protein sequence of the target gene is MGDYGFGVLVQSNTGNKSAFPVRFHPHLQPPHHHQNATPSPAAFINNNTAANGSSAGSAWLFPAPATHNIQDEILGSEKAKSQQQEQQDPLEKQQLSPSPGQEAGILPETEKAKSEENQGDNSSENGNGKEKIRIESPVLTGFDYQEATGLGTSTQPLTSSASSLTGFSNWSAAIAPSSSTIINEDASFFHQGGVPAASANNGALLFQNFPHHVSPGFGGSFSPQIGPLSQHHPHHPHFQHHHSQHQQQRRSPASPHPPPFTHRNAAFNQLPHLANNLNKPPSPWSSYQSPSPTPSSSWS.... Result: 1 (interaction). (4) The miRNA is gga-miR-2131-5p with sequence AUGCAGAAGUGCACGGAAACAGCU. The protein sequence of the target gene is MRSTAVLALLLCAGQVFALPVNSPMTKGDTKVMKCVLEVISDSLSKPSPMPVSPECLETLQGDERILSILRHQNLLKELQDLALQGAKERAQQPLKQQQPPKQQQQQQQQQQQEQQHSSFEDELSEVFENQSPDAKHRDAAAEVPSRDTMEKRKDSDKGQQDGFEATTEGPRPQAFPEPNQESPMMGDSESPGEDTATNTQSPTSLPSQEHVDPQATGDSERGLSAQQQARKAKQEEKEEEEEEEAVAREKAGPEEVPTAASSSHFHAGYKAIQKDDGQSDSQAVDGDGKTEASEALPSE.... Result: 0 (no interaction). (5) Result: 1 (interaction). The protein sequence of the target gene is MASRRKSTTPCMVLASEQDPDLELISDLDEGPPVLTPVENTRAESISSDEEVHESVDSDNQQNKKVEGGYECKYCTFQTPDLNMFTFHVDSEHPNVVLNSSYVCVECNFLTKRYDALSEHNLKYHPGEENFKLTMVKRNNQTIFEQTINDLTFDGSFVKEENAEQAESTEVSSSGISISKTPIMKMMKNKVENKRIAVHHNSVEDVPEEKENEIKPDREEIVENPSSSASESNTSTSIVNRIHPSTASTVVTPAAVLPGLAQVITAVSAQQNSNLIPKVLIPVNSIPTYNAALDNNPLLL.... The miRNA is hsa-miR-6823-5p with sequence UCAGGGUUGGUAGGGGUUGCU. (6) The miRNA is hsa-miR-150-5p with sequence UCUCCCAACCCUUGUACCAGUG. The protein sequence of the target gene is MEKNPPDDTGPVHVPLGHIVANEKWRGSQLAQEMQGKIKLIFEDGLTPDFYLSNRCCILYVTEADLVAGNGYRKRLVRVRNSNNLKGIVVVEKTRMSEQYFPALQKFTVLDLGMVLLPVASQMEASCLVIQLVQEQTKEPSKNPLLGKKRALLLSEPSLLRTVQQIPGVGKVKAPLLLQKFPSIQQLSNASIGELEQVVGQAVAQQIHAFFTQPR. Result: 1 (interaction). (7) The miRNA is rno-miR-543-5p with sequence AAGUUGCCCGCGUGUUUUUCG. The protein sequence of the target gene is MSHTEVKLKIPFGNKLLDAVCLVPNKSLTYGIILTHGASGDMNLPHLMSLASHLASHGFFCLRFTCKGLNIVHRIKAYKSVLNYLKTSGEYKLAGVFLGGRSMGSRAAASVMCHIEPDDGDDFVRGLICISYPLHHPKQQHKLRDEDLFRLKEPVLFVSGSADEMCEKNLLEKVAQKMQAPHKIHWIEKANHSMAVKGRSTNDVFKEINTQILFWIQEITEMDKKCH. Result: 0 (no interaction).